This data is from Full USPTO retrosynthesis dataset with 1.9M reactions from patents (1976-2016). The task is: Predict the reactants needed to synthesize the given product. (1) Given the product [Br:26][C:12]1[N:11]([C:13]2[CH:14]=[N:15][CH:16]=[CH:17][CH:18]=2)[CH:10]=[N:9][C:8]=1[C:5]1[CH:4]=[CH:3][C:2]([F:1])=[CH:7][CH:6]=1, predict the reactants needed to synthesize it. The reactants are: [F:1][C:2]1[CH:7]=[CH:6][C:5]([C:8]2[N:9]=[CH:10][N:11]([C:13]3[CH:14]=[N:15][CH:16]=[CH:17][CH:18]=3)[CH:12]=2)=[CH:4][CH:3]=1.C1C(=O)N([Br:26])C(=O)C1. (2) Given the product [C:7]([NH:1][C@H:2]([CH2:5][CH3:6])[CH2:3][OH:4])([CH3:10])([CH3:9])[CH3:8], predict the reactants needed to synthesize it. The reactants are: [NH2:1][C@H:2]([CH2:5][CH3:6])[CH2:3][OH:4].[C:7](OC(OC(O[C:7]([CH3:10])([CH3:9])[CH3:8])=O)=O)([CH3:10])([CH3:9])[CH3:8]. (3) Given the product [F:22][C:16]1[CH:17]=[CH:18][CH:19]=[C:20]([F:21])[C:15]=1[N:10]1[C:4]2[N:5]=[C:6]([S:8][CH3:9])[N:7]=[C:2]([C:25]3[CH:26]=[C:27]([CH:34]=[CH:35][C:24]=3[CH3:23])[C:28]([NH:30][CH2:31][CH2:32][CH3:33])=[O:29])[C:3]=2[CH:13]=[CH:12][C:11]1=[O:14], predict the reactants needed to synthesize it. The reactants are: Cl[C:2]1[C:3]2[CH:13]=[CH:12][C:11](=[O:14])[N:10]([C:15]3[C:20]([F:21])=[CH:19][CH:18]=[CH:17][C:16]=3[F:22])[C:4]=2[N:5]=[C:6]([S:8][CH3:9])[N:7]=1.[CH3:23][C:24]1[CH:35]=[CH:34][C:27]([C:28]([NH:30][CH2:31][CH2:32][CH3:33])=[O:29])=[CH:26][C:25]=1B1OC(C)(C)C(C)(C)O1.C(=O)(O)[O-].[Na+].